Task: Predict the product of the given reaction.. Dataset: Forward reaction prediction with 1.9M reactions from USPTO patents (1976-2016) Given the reactants CC1N([CH2:7][CH:8]2[C:21](=[O:22])[C:12]3[C:13]4[CH:14]=[CH:15][CH:16]=[CH:17][C:18]=4[N:19]([CH3:20])[C:11]=3[CH2:10][CH2:9]2)C=CN=1.CN1C2CCCC(=O)C=2C2C1=CC=CC=2.C=O.N1CCOCC1, predict the reaction product. The product is: [CH3:20][N:19]1[C:11]2[CH2:10][CH2:9][C:8](=[CH2:7])[C:21](=[O:22])[C:12]=2[C:13]2[C:18]1=[CH:17][CH:16]=[CH:15][CH:14]=2.